From a dataset of Experimentally validated miRNA-target interactions with 360,000+ pairs, plus equal number of negative samples. Binary Classification. Given a miRNA mature sequence and a target amino acid sequence, predict their likelihood of interaction. (1) The miRNA is mmu-miR-299a-5p with sequence UGGUUUACCGUCCCACAUACAU. The protein sequence of the target gene is MSELPGDVRAFLREHPSLRLQTDARKVRCILTGHELPCRLPELQVYTRGKKYQRLVRASPAFDYAEFEPHIVPSTKNPHQLFCKLTLRHINKCPEHVLRHTQGRRYQRALCKYEECQKQGVEYVPACLVHRRRRREDQMDGDGPRPREAFWEPTSSDEGGAASDDSMTDLYPPELFTRKDLGSTEDGDGTDDFLTDKEDEKAKPPREKATDESRRETTVYRGLVQKRGKKQLGSLKKKFKSHHRKPKSFSSCKQPG. Result: 0 (no interaction). (2) The miRNA is hsa-miR-892b with sequence CACUGGCUCCUUUCUGGGUAGA. The protein sequence of the target gene is MGTSASSITALASCSRIAGQVGATMVAGSLLLLGFLSTITAQPEQKTLSLTGTYRHVDRTTGQVLTCDKCPAGTYVSEHCTNTSLRVCSSCPSGTFTRHENGIERCHDCSQPCPRPMIERLPCAALTDRECICPPGMYQSNGTCAPHTVCPVGWGVRKKGTENEDVRCKQCARGTFSDVPSSVMKCRAHTDCLGQNLMVVKQGTKETDNVCGVHLSSSSTTPSSPGIATFSHPEHTESHDVPSSTYEPQGMNSTDSNSTASVRTKVPSDIQEETVPDNTSSTSGKESTNRTLPNPPQLTH.... Result: 0 (no interaction). (3) The miRNA is hsa-miR-17-3p with sequence ACUGCAGUGAAGGCACUUGUAG. The protein sequence of the target gene is MKLLKPTWVNHNGKPIFSVDIHPDGTKFATGGQGQDSGKVVIWNMSPVLQEDDEKDENIPKMLCQMDNHLACVNCVRWSNSGMYLASGGDDKLIMVWKRATYIGPSTVFGSSGKLANVEQWRCVSILRNHSGDVMDVAWSPHDAWLASCSVDNTVVIWNAVKFPEILATLRGHSGLVKGLTWDPVGKYIASQADDRSLKVWRTLDWQLETSITKPFDECGGTTHVLRLSWSPDGHYLVSAHAMNNSGPTAQIIEREGWKTNMDFVGHRKAVTVVKFNPKIFKKKQKNGSSAKPSCPYCCC.... Result: 1 (interaction). (4) Result: 1 (interaction). The miRNA is mmu-miR-466h-5p with sequence UGUGUGCAUGUGCUUGUGUGUA. The protein sequence of the target gene is MEPFCPLLLASFSLSLARAGQGNDTTPTESNWTSTTAGPPDPGASQPLLTWLLLPLLLLLFLLAAYFFRFRKQRKAVVSSNDKKMPNGILEEQEQQRVMLLSRSPSGPKKFFPIPVEHLEEEIRVRSADDCKRFREEFNSLPSGHIQGTFELANKEENREKNRYPNILPNDHCRVILSQVDGIPCSDYINASYIDGYKEKNKFIAAQGPKQETVNDFWRMVWEQRSATIVMLTNLKERKEEKCYQYWPDQGCWTYGNIRVCVEDCVVLVDYTIRKFCIHPQLPDSCKAPRLVSQLHFTSW.... (5) The miRNA is hsa-miR-3190-5p with sequence UCUGGCCAGCUACGUCCCCA. The protein sequence of the target gene is MKFSPAHYLLPLLPALVLSTRQDYEELEKQLKEVFKERSTILRQLTKTSRELDGIKVNLQSLKNDEQSAKTDVQKLLELGQKQREEMKSLQEALQNQLKETSEKAEKHQATINFLKTEVERKSKMIRDLQNENKSLKNKLLSGNKLCGIHAEESKKIQAQLKELRYGKKDLLFKAQQLTDLEQKLAVAKNELEKAALDRESQMKAMKETVQLCLTSVFRDQPPPPLSLITSNPTRMLLPPRNIASKLPDAAAKSKPQQSASGNNESSQVESTKEGNPSTTACDSQDEGRPCSMKHKESPP.... Result: 1 (interaction). (6) The miRNA is hsa-miR-505-3p with sequence CGUCAACACUUGCUGGUUUCCU. The protein sequence of the target gene is MALPFRKDLEKYKDLDEDELLGNLSETELKQLETVLDDLDPENALLPAGFRQKNQTSKSTTGPFDREHLLSYLEKEALEHKDREDYVPYTGEKKGKIFIPKQKPVQTFTEEKVSLDPELEEALTSASDTELCDLAAILGMHNLITNTKFCNIMGSSNGVDQEHFSNVVKGEKILPVFDEPPNPTNVEESLKRTKENDAHLVEVNLNNIKNIPIPTLKDFAKALETNTHVKCFSLAATRSNDPVATAFAEMLKVNKTLKSLNVESNFITGVGILALIDALRDNETLAELKIDNQRQQLGTA.... Result: 1 (interaction). (7) The miRNA is mmu-miR-34b-3p with sequence AAUCACUAACUCCACUGCCAUC. The protein sequence of the target gene is MAVLLETTLGDVVIDLYTEERPRACLNFLKLCKIKYYNYCLIHNVQRDFIIQTGDPTGTGRGGESIFGQLYGDQASFFEAEKVPRIKHKKKGTVSMVNNGSDQHGSQFLITTGENLDYLDGVHTVFGEVTEGMDIVKKINETFVDKDFVPYQDIRINHTVILDDPFDDPPDLLIPDRSPEPTKEQLDSGRIGADEEIDDFKGRSAEEVEEIKAEKEAKTQAILLEMVGDLPDADIKPPENVLFVCKLNPVTTDEDLEIIFSRFGPIRSCEVIRDWKTGESLCYAFIEFEKEEDCEKAFFK.... Result: 0 (no interaction). (8) The miRNA is hsa-miR-4284 with sequence GGGCUCACAUCACCCCAU. The protein sequence of the target gene is MAEAHQAVAFQFTVTPDGIDLRLSHEALRQIYLSGLHSWKKKFIRFKNGIITGVYPASPSSWLIVVVGVMTTMYAKIDPSLGIIAKINRTLETANCMSSQTKNVVSGVLFGTGLWVALIVTMRYSLKVLLSYHGWMFTEHGKMSRATKIWMGMVKIFSGRKPMLYSFQTSLPRLPVPAVKDTVNRYLQSVRPLMKEEDFKRMTALAQDFAVGLGPRLQWYLKLKSWWATNYVSDWWEEYIYLRGRGPLMVNSNYYAMDLLYILPTHIQAARAGNAIHAILLYRRKLDREEIKPIRLLGST.... Result: 1 (interaction).